From a dataset of Peptide-MHC class I binding affinity with 185,985 pairs from IEDB/IMGT. Regression. Given a peptide amino acid sequence and an MHC pseudo amino acid sequence, predict their binding affinity value. This is MHC class I binding data. (1) The peptide sequence is SRALLLNKY. The MHC is HLA-A30:01 with pseudo-sequence HLA-A30:01. The binding affinity (normalized) is 0.149. (2) The peptide sequence is YTRPEIDVL. The MHC is HLA-A68:02 with pseudo-sequence HLA-A68:02. The binding affinity (normalized) is 0.421. (3) The peptide sequence is RPAPARLPL. The MHC is HLA-B48:01 with pseudo-sequence HLA-B48:01. The binding affinity (normalized) is 0.0847. (4) The peptide sequence is TVRPGNKGY. The MHC is HLA-A31:01 with pseudo-sequence HLA-A31:01. The binding affinity (normalized) is 0.0847. (5) The peptide sequence is ETITEKTFK. The MHC is HLA-A33:01 with pseudo-sequence HLA-A33:01. The binding affinity (normalized) is 0.721. (6) The MHC is HLA-A03:01 with pseudo-sequence HLA-A03:01. The peptide sequence is KAFGLYKSI. The binding affinity (normalized) is 0. (7) The peptide sequence is YHHFKTIEL. The MHC is HLA-B51:01 with pseudo-sequence HLA-B51:01. The binding affinity (normalized) is 0.213. (8) The peptide sequence is IVRQGIRQL. The MHC is HLA-B58:01 with pseudo-sequence HLA-B58:01. The binding affinity (normalized) is 0.0847.